Dataset: Catalyst prediction with 721,799 reactions and 888 catalyst types from USPTO. Task: Predict which catalyst facilitates the given reaction. (1) Reactant: [CH3:1][O:2][C:3]1[N:8]=[CH:7][C:6]([O:9][C:10]2[CH:11]=[C:12]3[C:17](=[CH:18][CH:19]=2)[C:16]([C:20]([O-:22])=[O:21])=[CH:15][CH:14]=[CH:13]3)=[CH:5][CH:4]=1.[Li+].[OH-]. Product: [CH3:1][O:2][C:3]1[N:8]=[CH:7][C:6]([O:9][C:10]2[CH:11]=[C:12]3[C:17](=[CH:18][CH:19]=2)[C:16]([C:20]([OH:22])=[O:21])=[CH:15][CH:14]=[CH:13]3)=[CH:5][CH:4]=1. The catalyst class is: 1. (2) Reactant: Cl[C:2]1[C:7]2[NH:8][C:9](=[S:19])[N:10]([CH2:11][CH2:12][NH:13][CH2:14][C:15]([CH3:18])([CH3:17])[CH3:16])[C:6]=2[CH:5]=[CH:4][N:3]=1.[NH2-:20].[Na+].N.O. Product: [NH2:20][C:2]1[C:7]2[NH:8][C:9](=[S:19])[N:10]([CH2:11][CH2:12][NH:13][CH2:14][C:15]([CH3:18])([CH3:17])[CH3:16])[C:6]=2[CH:5]=[CH:4][N:3]=1. The catalyst class is: 15. (3) Reactant: [N+:1]([CH:4]([CH2:13]C)[CH:5]([C:7]1[CH:8]=[N:9][CH:10]=[CH:11][CH:12]=1)[OH:6])([O-])=O. Product: [NH2:1][CH:4]([CH3:13])[CH:5]([C:7]1[CH:8]=[N:9][CH:10]=[CH:11][CH:12]=1)[OH:6]. The catalyst class is: 171. (4) Reactant: [CH:1]([O:4][C:5]1[CH:25]=[CH:24][C:8]([O:9][C:10]2[CH:15]=[C:14]([CH3:16])[C:13]([C:17]3[N:18]=[C:19]([NH2:22])[S:20][CH:21]=3)=[C:12]([CH3:23])[CH:11]=2)=[CH:7][CH:6]=1)([CH3:3])[CH3:2].C(N(CC)CC)C.Cl.[C:34](Cl)(=[O:41])[C:35]1[CH:40]=[CH:39][N:38]=[CH:37][CH:36]=1. Product: [CH:1]([O:4][C:5]1[CH:25]=[CH:24][C:8]([O:9][C:10]2[CH:15]=[C:14]([CH3:16])[C:13]([C:17]3[N:18]=[C:19]([NH:22][C:34](=[O:41])[C:35]4[CH:40]=[CH:39][N:38]=[CH:37][CH:36]=4)[S:20][CH:21]=3)=[C:12]([CH3:23])[CH:11]=2)=[CH:7][CH:6]=1)([CH3:3])[CH3:2]. The catalyst class is: 2. (5) Reactant: Br[C:2]1[CH:11]=[CH:10][C:9]2[C:4](=[CH:5][C:6]([F:14])=[C:7]([F:13])[C:8]=2[F:12])[C:3]=1[CH:15]=[O:16].[CH3:17][Sn](C)(C)C.O. Product: [F:12][C:8]1[C:7]([F:13])=[C:6]([F:14])[CH:5]=[C:4]2[C:9]=1[CH:10]=[CH:11][C:2]([CH3:17])=[C:3]2[CH:15]=[O:16]. The catalyst class is: 427.